Dataset: Full USPTO retrosynthesis dataset with 1.9M reactions from patents (1976-2016). Task: Predict the reactants needed to synthesize the given product. (1) Given the product [F:1][C:2]1[CH:7]=[C:6]([NH2:8])[CH:5]=[CH:4][C:3]=1[O:11][CH:12]1[CH2:17][CH2:16][N:15]([CH2:18][CH2:19][S:20]([CH3:23])(=[O:22])=[O:21])[CH2:14][CH2:13]1.[F:1][C:2]1[CH:7]=[C:6]([NH2:8])[CH:5]=[CH:4][C:3]=1[O:11][CH:12]1[CH2:17][CH2:16][N:15]([CH2:18][CH2:19][S:20]([CH3:23])(=[O:22])=[O:21])[CH2:14][CH2:13]1, predict the reactants needed to synthesize it. The reactants are: [F:1][C:2]1[CH:7]=[C:6]([N+:8]([O-])=O)[CH:5]=[CH:4][C:3]=1[O:11][CH:12]1[CH2:17][CH2:16][N:15]([CH2:18][CH2:19][S:20]([CH3:23])(=[O:22])=[O:21])[CH2:14][CH2:13]1.[BH4-].[Na+]. (2) Given the product [CH3:1][C:2]1([CH3:18])[O:6][C@H:5]([CH2:7][O:8][C:9]2[CH:14]=[CH:13][N:12]=[C:11]([CH2:16][OH:21])[C:10]=2[CH3:17])[CH2:4][O:3]1, predict the reactants needed to synthesize it. The reactants are: [CH3:1][C:2]1([CH3:18])[O:6][C@H:5]([CH2:7][O:8][C:9]2[CH:14]=[CH:13][N+:12]([O-])=[C:11]([CH3:16])[C:10]=2[CH3:17])[CH2:4][O:3]1.C(OC(=O)C)(=[O:21])C. (3) Given the product [F:18][C:19]1[N:24]=[CH:23][C:22]([C:2]2[CH:3]=[C:4]3[C:8](=[CH:9][CH:10]=2)[CH2:7][CH:6]([NH:11][S:12]([CH:15]([CH3:17])[CH3:16])(=[O:14])=[O:13])[CH2:5]3)=[CH:21][CH:20]=1, predict the reactants needed to synthesize it. The reactants are: I[C:2]1[CH:3]=[C:4]2[C:8](=[CH:9][CH:10]=1)[CH2:7][CH:6]([NH:11][S:12]([CH:15]([CH3:17])[CH3:16])(=[O:14])=[O:13])[CH2:5]2.[F:18][C:19]1[N:24]=[CH:23][C:22](B(O)O)=[CH:21][CH:20]=1. (4) Given the product [N:1]1([CH2:8][CH2:9][C:10]([NH:12][C:14](=[O:15])[O:16][CH2:17][C:18]2[CH:23]=[CH:22][CH:21]=[CH:20][CH:19]=2)([CH3:13])[CH3:11])[CH2:7][CH2:6][CH2:5][CH2:4][CH2:3][CH2:2]1, predict the reactants needed to synthesize it. The reactants are: [N:1]1([CH2:8][CH2:9][C:10]([CH3:13])([NH2:12])[CH3:11])[CH2:7][CH2:6][CH2:5][CH2:4][CH2:3][CH2:2]1.[C:14](ON1C(=O)CCC1=O)([O:16][CH2:17][C:18]1[CH:23]=[CH:22][CH:21]=[CH:20][CH:19]=1)=[O:15]. (5) Given the product [C:3]1([N:9]([C:12]2[S:13][CH:14]=[CH:15][N:16]=2)[NH2:10])[CH:8]=[CH:7][CH:6]=[CH:5][CH:4]=1, predict the reactants needed to synthesize it. The reactants are: [H-].[Na+].[C:3]1([NH:9][NH2:10])[CH:8]=[CH:7][CH:6]=[CH:5][CH:4]=1.Br[C:12]1[S:13][CH:14]=[CH:15][N:16]=1. (6) Given the product [CH3:1][C@H:2]1[CH2:7][N:6]([CH2:40][C:39]2[CH:42]=[CH:43][CH:44]=[CH:45][C:38]=2[Cl:37])[C@H:5]([CH3:8])[CH2:4][N:3]1[C@H:9]([C:24]1[CH:36]=[CH:35][C:27]([C:28]([N:30]([CH2:33][CH3:34])[CH2:31][CH3:32])=[O:29])=[CH:26][CH:25]=1)[C:10]1[CH:15]=[CH:14][CH:13]=[C:12]([OH:16])[CH:11]=1, predict the reactants needed to synthesize it. The reactants are: [CH3:1][C@H:2]1[CH2:7][NH:6][C@H:5]([CH3:8])[CH2:4][N:3]1[C@H:9]([C:24]1[CH:36]=[CH:35][C:27]([C:28]([N:30]([CH2:33][CH3:34])[CH2:31][CH3:32])=[O:29])=[CH:26][CH:25]=1)[C:10]1[CH:15]=[CH:14][CH:13]=[C:12]([O:16]S(C(F)(F)F)(=O)=O)[CH:11]=1.[Cl:37][C:38]1[CH:45]=[CH:44][CH:43]=[CH:42][C:39]=1[CH2:40]Br.